This data is from Catalyst prediction with 721,799 reactions and 888 catalyst types from USPTO. The task is: Predict which catalyst facilitates the given reaction. Reactant: [OH:1][C:2]1[CH:3]=[C:4]2[C:9](=[CH:10][CH:11]=1)[CH:8]=[C:7]([C:12]([O:14][CH3:15])=[O:13])[CH:6]=[CH:5]2.[H-].[Na+].[CH3:18][O:19][CH2:20][CH2:21][O:22][CH2:23]Cl. Product: [CH3:18][O:19][CH2:20][CH2:21][O:22][CH2:23][O:1][C:2]1[CH:3]=[C:4]2[C:9](=[CH:10][CH:11]=1)[CH:8]=[C:7]([C:12]([O:14][CH3:15])=[O:13])[CH:6]=[CH:5]2. The catalyst class is: 348.